From a dataset of Reaction yield outcomes from USPTO patents with 853,638 reactions. Predict the reaction yield, written as a fraction of the theoretical maximum amount of product (1.0 means a 100% yield; for example, 0.34 means a 34% yield). (1) The reactants are [C:1]([C:3]([C:6]1[S:7][CH:8]=[C:9]([C:11]([O:13]CC)=[O:12])[N:10]=1)([CH3:5])[CH3:4])#[N:2].O.[OH-].[Li+]. The catalyst is O1CCCC1.CO.O. The product is [C:1]([C:3]([C:6]1[S:7][CH:8]=[C:9]([C:11]([OH:13])=[O:12])[N:10]=1)([CH3:5])[CH3:4])#[N:2]. The yield is 0.530. (2) The yield is 0.260. The catalyst is CN(C)C=O. The reactants are C(O)(=O)C.C(=O)C.[CH:8]([O:11][C:12]([N:14]1[CH2:20][CH2:19][CH2:18][CH:17]([N:21]([C:37](=O)[CH3:38])[CH2:22][C:23]2[CH:28]=[C:27]([C:29]([F:32])([F:31])[F:30])[CH:26]=[C:25]([C:33]([F:36])([F:35])[F:34])[CH:24]=2)[C:16]2[CH:40]=[CH:41][C:42]([Cl:44])=[CH:43][C:15]1=2)=[O:13])([CH3:10])[CH3:9].C(O[BH-](OC(=O)C)OC(=O)C)(=O)C.[Na+]. The product is [CH:8]([O:11][C:12]([N:14]1[CH2:20][CH2:19][CH2:18][CH:17]([N:21]([CH2:22][C:23]2[CH:28]=[C:27]([C:29]([F:32])([F:31])[F:30])[CH:26]=[C:25]([C:33]([F:35])([F:34])[F:36])[CH:24]=2)[CH2:37][CH3:38])[C:16]2[CH:40]=[CH:41][C:42]([Cl:44])=[CH:43][C:15]1=2)=[O:13])([CH3:9])[CH3:10]. (3) The reactants are [NH2:1][C:2]1[CH:3]=[N:4][NH:5][C:6]=1[N:7]1[CH2:12][CH2:11][CH:10]([CH2:13][NH:14]C(=O)OC(C)(C)C)[CH2:9][CH2:8]1.C(OC([NH:29][C:30]1[S:34][C:33]([C:35]2[C:40]([F:41])=[CH:39][CH:38]=[CH:37][C:36]=2[F:42])=[N:32][C:31]=1[C:43](O)=[O:44])=O)(C)(C)C.[CH3:46]N(C(ON1N=NC2C=CC=NC1=2)=[N+](C)C)C.F[P-](F)(F)(F)(F)F. No catalyst specified. The product is [NH2:29][C:30]1[S:34][C:33]([C:35]2[C:40]([F:41])=[CH:39][CH:38]=[CH:37][C:36]=2[F:42])=[N:32][C:31]=1[C:43]([NH:1][C:2]1[CH:3]=[N:4][N:5]([CH3:46])[C:6]=1[N:7]1[CH2:8][CH2:9][CH:10]([CH2:13][NH2:14])[CH2:11][CH2:12]1)=[O:44]. The yield is 0.210.